This data is from Peptide-MHC class II binding affinity with 134,281 pairs from IEDB. The task is: Regression. Given a peptide amino acid sequence and an MHC pseudo amino acid sequence, predict their binding affinity value. This is MHC class II binding data. (1) The peptide sequence is YDWFLANVSTVLTGK. The MHC is DRB1_1602 with pseudo-sequence DRB1_1602. The binding affinity (normalized) is 0.757. (2) The MHC is DRB1_0701 with pseudo-sequence DRB1_0701. The peptide sequence is SGFIGFCKSMGSKCV. The binding affinity (normalized) is 0.800.